From a dataset of Forward reaction prediction with 1.9M reactions from USPTO patents (1976-2016). Predict the product of the given reaction. (1) The product is: [CH3:1][O:2][C:3]1[CH:4]=[C:5]([CH:9]=[C:10]([N+:12]([O-:14])=[O:13])[CH:11]=1)[C:6]([O:8][CH3:15])=[O:7]. Given the reactants [CH3:1][O:2][C:3]1[CH:4]=[C:5]([CH:9]=[C:10]([N+:12]([O-:14])=[O:13])[CH:11]=1)[C:6]([OH:8])=[O:7].[C:15]([O-])([O-])=O.[K+].[K+].S(OC)(OC)(=O)=O, predict the reaction product. (2) Given the reactants Br[C:2]1[C:7](=[O:8])[N:6]([CH:9]2[CH2:13][CH2:12][CH2:11][CH2:10]2)[CH:5]=[C:4]([C:14]([O:16][CH3:17])=[O:15])[CH:3]=1, predict the reaction product. The product is: [CH:9]1([N:6]2[C:7](=[O:8])[CH:2]=[CH:3][C:4]([C:14]([O:16][CH3:17])=[O:15])=[CH:5]2)[CH2:10][CH2:11][CH2:12][CH2:13]1.